This data is from Full USPTO retrosynthesis dataset with 1.9M reactions from patents (1976-2016). The task is: Predict the reactants needed to synthesize the given product. Given the product [N:5]1[CH:4]=[C:3]([CH:7]2[CH2:8][CH2:9][CH2:10][N:11]2[CH3:12])[CH:2]=[CH:1][CH:6]=1, predict the reactants needed to synthesize it. The reactants are: [CH:1]1[CH:6]=[N:5][CH:4]=[C:3]([CH:7]2[NH:11][CH2:10][CH2:9][CH2:8]2)[CH:2]=1.[CH2:12]=O.[OH-].[Na+].